Task: Regression. Given a peptide amino acid sequence and an MHC pseudo amino acid sequence, predict their binding affinity value. This is MHC class I binding data.. Dataset: Peptide-MHC class I binding affinity with 185,985 pairs from IEDB/IMGT (1) The peptide sequence is HGPTPLLY. The MHC is Mamu-A01 with pseudo-sequence Mamu-A01. The binding affinity (normalized) is 0.559. (2) The peptide sequence is LPIDKCSRI. The MHC is HLA-B15:01 with pseudo-sequence HLA-B15:01. The binding affinity (normalized) is 0.0847. (3) The peptide sequence is RPMTFKAAV. The MHC is HLA-B44:02 with pseudo-sequence HLA-B44:02. The binding affinity (normalized) is 0. (4) The peptide sequence is VPFIRNPNK. The MHC is HLA-A11:01 with pseudo-sequence HLA-A11:01. The binding affinity (normalized) is 0.00529. (5) The peptide sequence is QLIPCMDVVL. The MHC is Mamu-B08 with pseudo-sequence Mamu-B08. The binding affinity (normalized) is 0. (6) The peptide sequence is KVTEVRGYTK. The MHC is HLA-A11:01 with pseudo-sequence HLA-A11:01. The binding affinity (normalized) is 0.509.